This data is from Full USPTO retrosynthesis dataset with 1.9M reactions from patents (1976-2016). The task is: Predict the reactants needed to synthesize the given product. (1) Given the product [Cl:1][C:2]1[C:7]([C:8]([O:10][CH2:11][CH3:12])=[O:9])=[CH:6][CH:5]=[C:4]([C:21]2[CH:22]=[N:23][C:18]([O:17][CH:14]([CH3:16])[CH3:15])=[CH:19][CH:20]=2)[N:3]=1, predict the reactants needed to synthesize it. The reactants are: [Cl:1][C:2]1[C:7]([C:8]([O:10][CH2:11][CH3:12])=[O:9])=[CH:6][CH:5]=[C:4](Cl)[N:3]=1.[CH:14]([O:17][C:18]1[N:23]=[CH:22][C:21](B(O)O)=[CH:20][CH:19]=1)([CH3:16])[CH3:15].C(=O)([O-])[O-].[Na+].[Na+]. (2) The reactants are: ClC(Cl)(Cl)C(=N)[O:4][CH:5]([C:7]1[CH:8]=[C:9]([C:24]([F:27])([F:26])[F:25])[CH:10]=[C:11]2[C:15]=1[N:14]([CH2:16][O:17][CH2:18][CH2:19][Si:20]([CH3:23])([CH3:22])[CH3:21])[CH:13]=[CH:12]2)[CH3:6].[F:31][C:32]1[CH:37]=[CH:36][C:35]([C:38]2([CH2:51]O)[CH2:43][CH2:42][N:41]([C:44]([O:46][C:47]([CH3:50])([CH3:49])[CH3:48])=[O:45])[CH2:40][CH2:39]2)=[CH:34][CH:33]=1.C1CCCCC1. Given the product [F:31][C:32]1[CH:37]=[CH:36][C:35]([C:38]2([CH2:51][O:4][CH:5]([C:7]3[CH:8]=[C:9]([C:24]([F:26])([F:27])[F:25])[CH:10]=[C:11]4[C:15]=3[N:14]([CH2:16][O:17][CH2:18][CH2:19][Si:20]([CH3:23])([CH3:21])[CH3:22])[CH:13]=[CH:12]4)[CH3:6])[CH2:39][CH2:40][N:41]([C:44]([O:46][C:47]([CH3:50])([CH3:49])[CH3:48])=[O:45])[CH2:42][CH2:43]2)=[CH:34][CH:33]=1, predict the reactants needed to synthesize it. (3) Given the product [O:1]1[C:5]2[CH:6]=[CH:7][CH:8]=[C:9]([C:10]3[O:11][C:16]([SH:17])=[N:13][N:12]=3)[C:4]=2[O:3][CH2:2]1, predict the reactants needed to synthesize it. The reactants are: [O:1]1[C:5]2[CH:6]=[CH:7][CH:8]=[C:9]([C:10]([NH:12][NH2:13])=[O:11])[C:4]=2[O:3][CH2:2]1.[OH-].[K+].[C:16](=S)=[S:17].Cl. (4) Given the product [CH3:9][S:10]([NH:7][C:6]1[CH:5]=[CH:4][C:3]([OH:8])=[CH:2][CH:1]=1)(=[O:12])=[O:11], predict the reactants needed to synthesize it. The reactants are: [CH:1]1[C:6]([NH2:7])=[CH:5][CH:4]=[C:3]([OH:8])[CH:2]=1.[CH3:9][S:10](Cl)(=[O:12])=[O:11].O.Cl.